Dataset: Catalyst prediction with 721,799 reactions and 888 catalyst types from USPTO. Task: Predict which catalyst facilitates the given reaction. (1) Reactant: [F-].C([N+](CCCC)(CCCC)CCCC)CCC.[CH3:19][N:20]([CH3:46])[CH:21]1[C:30]2[CH2:29][O:28][C:27]([CH:31]=[O:32])=[CH:26][C:25]3=[CH:33][N:34]([Si](C(C)C)(C(C)C)C(C)C)[CH:35]=[C:23]([C:24]=23)[CH2:22]1. Product: [CH3:19][N:20]([CH3:46])[CH:21]1[C:30]2[CH2:29][O:28][C:27]([CH:31]=[O:32])=[CH:26][C:25]3=[CH:33][NH:34][CH:35]=[C:23]([C:24]=23)[CH2:22]1. The catalyst class is: 253. (2) Reactant: O.[OH-].[Li+].C[O:5][C:6](=[O:19])[CH2:7][CH2:8][C:9]1[CH:10]=[N:11][C:12]([C:15]([F:18])([F:17])[F:16])=[CH:13][CH:14]=1.C(Cl)Cl.Cl. Product: [F:17][C:15]([F:16])([F:18])[C:12]1[N:11]=[CH:10][C:9]([CH2:8][CH2:7][C:6]([OH:19])=[O:5])=[CH:14][CH:13]=1. The catalyst class is: 20. (3) Reactant: [OH:1][C:2]1[CH:3]=[CH:4][C:5]([NH:12][S:13]([C:16]2[CH:21]=[CH:20][C:19]([CH3:22])=[CH:18][CH:17]=2)(=[O:15])=[O:14])=[C:6]([CH:11]=1)[C:7]([O:9][CH3:10])=[O:8].[OH:23][CH:24]=[C:25]1[CH:30]=[C:29](F)[CH:28]=[CH:27][CH:26]1[N+:32]([O-:34])=[O:33].C(=O)([O-])[O-].[K+].[K+].OS([O-])(=O)=O.[K+]. Product: [CH3:10][O:9][C:7](=[O:8])[C:6]1[CH:11]=[C:2]([O:1][C:29]2[CH:28]=[CH:27][C:26]([N+:32]([O-:34])=[O:33])=[C:25]([CH2:24][OH:23])[CH:30]=2)[CH:3]=[CH:4][C:5]=1[NH:12][S:13]([C:16]1[CH:21]=[CH:20][C:19]([CH3:22])=[CH:18][CH:17]=1)(=[O:15])=[O:14]. The catalyst class is: 3.